Dataset: Reaction yield outcomes from USPTO patents with 853,638 reactions. Task: Predict the reaction yield, written as a fraction of the theoretical maximum amount of product (1.0 means a 100% yield; for example, 0.34 means a 34% yield). (1) The reactants are [NH2:1][CH2:2][C:3]1[CH:4]=[C:5]2[C:9](=[CH:10][CH:11]=1)[C:8](=[O:12])[N:7]([CH:13]1[CH2:18][CH2:17][C:16](=[O:19])[NH:15][C:14]1=[O:20])[CH2:6]2.[Cl:21][C:22]1[CH:27]=[CH:26][CH:25]=[C:24]([N:28]=[C:29]=[O:30])[C:23]=1[CH3:31].Cl. The catalyst is C(#N)C. The product is [Cl:21][C:22]1[C:23]([CH3:31])=[C:24]([NH:28][C:29]([NH:1][CH2:2][C:3]2[CH:4]=[C:5]3[C:9](=[CH:10][CH:11]=2)[C:8](=[O:12])[N:7]([CH:13]2[CH2:18][CH2:17][C:16](=[O:19])[NH:15][C:14]2=[O:20])[CH2:6]3)=[O:30])[CH:25]=[CH:26][CH:27]=1. The yield is 0.910. (2) The reactants are Cl.[CH:2]1([CH2:5][C:6]2[CH:12]=[C:11]([CH3:13])[C:9]([NH2:10])=[C:8]([CH3:14])[CH:7]=2)[CH2:4][CH2:3]1.C(N(C(C)C)CC)(C)C.Cl[C:25](Cl)([O:27]C(=O)OC(Cl)(Cl)Cl)Cl. The catalyst is C(Cl)Cl. The product is [CH:2]1([CH2:5][C:6]2[CH:12]=[C:11]([CH3:13])[C:9]([N:10]=[C:25]=[O:27])=[C:8]([CH3:14])[CH:7]=2)[CH2:3][CH2:4]1. The yield is 0.870. (3) The reactants are [O:1]([C:8]1[CH:9]=[CH:10][C:11]([CH2:14][O:15]C(=O)C)=[N:12][CH:13]=1)[C:2]1[CH:7]=[CH:6][CH:5]=[CH:4][CH:3]=1.[OH-].[Na+].CO.O. The catalyst is C(OCC)(=O)C. The product is [O:1]([C:8]1[CH:9]=[CH:10][C:11]([CH2:14][OH:15])=[N:12][CH:13]=1)[C:2]1[CH:7]=[CH:6][CH:5]=[CH:4][CH:3]=1. The yield is 0.650. (4) The reactants are C([O:3][C:4](=[O:31])[CH2:5][CH2:6][C:7]1[CH:12]=[CH:11][CH:10]=[C:9]([N:13]2[C:17]([NH:18][C:19]([C:21]3[CH:26]=[CH:25][CH:24]=[CH:23][N:22]=3)=[O:20])=[CH:16][C:15]([C:27]([CH3:30])([CH3:29])[CH3:28])=[N:14]2)[CH:8]=1)C.[Li+].[OH-]. The catalyst is CO. The product is [C:27]([C:15]1[CH:16]=[C:17]([NH:18][C:19]([C:21]2[CH:26]=[CH:25][CH:24]=[CH:23][N:22]=2)=[O:20])[N:13]([C:9]2[CH:8]=[C:7]([CH2:6][CH2:5][C:4]([OH:31])=[O:3])[CH:12]=[CH:11][CH:10]=2)[N:14]=1)([CH3:30])([CH3:28])[CH3:29]. The yield is 0.760. (5) The reactants are [OH:1][CH2:2][CH2:3][CH2:4][CH2:5][CH2:6][C:7]([O:9][CH2:10][CH3:11])=[O:8].C(N(CC)CC)C.[CH3:19][S:20](Cl)(=[O:22])=[O:21]. The catalyst is ClCCl. The product is [CH3:19][S:20]([O:1][CH2:2][CH2:3][CH2:4][CH2:5][CH2:6][C:7]([O:9][CH2:10][CH3:11])=[O:8])(=[O:22])=[O:21]. The yield is 0.850.